From a dataset of Reaction yield outcomes from USPTO patents with 853,638 reactions. Predict the reaction yield, written as a fraction of the theoretical maximum amount of product (1.0 means a 100% yield; for example, 0.34 means a 34% yield). (1) The reactants are [F:1][C:2]1[CH:10]=[C:9]2[C:5]([C:6]([C:20]3[CH:21]=[N:22][NH:23][CH:24]=3)=[CH:7][N:8]2[S:11]([C:14]2[CH:19]=[CH:18][CH:17]=[CH:16][CH:15]=2)(=[O:13])=[O:12])=[CH:4][CH:3]=1.[H-].[Na+].[Br:27][CH2:28][CH2:29]Br. The catalyst is CN(C=O)C. The product is [Br:27][CH2:28][CH2:29][N:23]1[CH:24]=[C:20]([C:6]2[C:5]3[C:9](=[CH:10][C:2]([F:1])=[CH:3][CH:4]=3)[N:8]([S:11]([C:14]3[CH:15]=[CH:16][CH:17]=[CH:18][CH:19]=3)(=[O:12])=[O:13])[CH:7]=2)[CH:21]=[N:22]1. The yield is 0.370. (2) The reactants are [Br:1][C:2]1[CH:9]=[CH:8][C:5]([CH:6]=[O:7])=[CH:4][C:3]=1[N+:10]([O-])=O.S(S([O-])=O)([O-])=O.[Na+].[Na+].C([O-])([O-])=O.[K+].[K+]. The catalyst is C(Cl)Cl.O.[Br-].[Br-].C([N+]1C=CC(C2C=C[N+](CCCCCCC)=CC=2)=CC=1)CCCCCC. The product is [NH2:10][C:3]1[CH:4]=[C:5]([CH:8]=[CH:9][C:2]=1[Br:1])[CH:6]=[O:7]. The yield is 0.820.